From a dataset of Peptide-MHC class II binding affinity with 134,281 pairs from IEDB. Regression. Given a peptide amino acid sequence and an MHC pseudo amino acid sequence, predict their binding affinity value. This is MHC class II binding data. (1) The peptide sequence is EKKYFAATQFEPVAA. The binding affinity (normalized) is 0.987. The MHC is HLA-DPA10201-DPB10101 with pseudo-sequence HLA-DPA10201-DPB10101. (2) The peptide sequence is EVLGFRMVQDERVGR. The MHC is DRB1_1101 with pseudo-sequence DRB1_1101. The binding affinity (normalized) is 0.162. (3) The peptide sequence is SGAGWSGMAEATSLD. The MHC is DRB1_0802 with pseudo-sequence DRB1_0802. The binding affinity (normalized) is 0.142. (4) The peptide sequence is QEPFKNLKTGKYAKM. The MHC is DRB1_1201 with pseudo-sequence DRB1_1201. The binding affinity (normalized) is 0.494. (5) The MHC is HLA-DQA10501-DQB10201 with pseudo-sequence HLA-DQA10501-DQB10201. The binding affinity (normalized) is 0.594. The peptide sequence is AYESYKFIPALEAAV. (6) The peptide sequence is SQDLELSWNLNGLWAY. The binding affinity (normalized) is 0.820. The MHC is HLA-DQA10101-DQB10501 with pseudo-sequence HLA-DQA10101-DQB10501.